From a dataset of Full USPTO retrosynthesis dataset with 1.9M reactions from patents (1976-2016). Predict the reactants needed to synthesize the given product. (1) Given the product [CH2:1]([O:3][C:4](=[O:5])[NH:6][C:7]1[C:12]([F:13])=[CH:11][C:10]2[C:18](=[O:20])[CH2:17][CH2:16][CH2:15][CH2:14][C:9]=2[CH:8]=1)[CH3:2], predict the reactants needed to synthesize it. The reactants are: [CH2:1]([O:3][C:4]([NH:6][C:7]1[CH:8]=[C:9]([CH2:14][CH2:15][CH2:16][CH2:17][C:18]([OH:20])=O)[CH:10]=[CH:11][C:12]=1[F:13])=[O:5])[CH3:2]. (2) The reactants are: [Br:1][C:2]1[N:7]=[C:6]([CH:8]=O)[CH:5]=[CH:4][CH:3]=1.[CH3:10][CH:11]1[CH2:16][CH2:15][CH2:14][CH2:13][NH:12]1. Given the product [Br:1][C:2]1[CH:3]=[CH:4][CH:5]=[C:6]([CH2:8][N:12]2[CH2:13][CH2:14][CH2:15][CH2:16][CH:11]2[CH3:10])[N:7]=1, predict the reactants needed to synthesize it. (3) The reactants are: [CH2:1]([O:3][C:4]([C:6]1[CH:10]=[C:9]([O:11][CH2:12][C:13]2[CH:18]=[C:17]([C:19]([F:22])([F:21])[F:20])[CH:16]=[C:15]([F:23])[CH:14]=2)[N:8]([CH2:24][C:25](O)=[O:26])[N:7]=1)=[O:5])[CH3:2].[CH2:28]([O:35][C@H:36]1[CH2:41][CH2:40][CH2:39][CH2:38][C@@H:37]1[NH2:42])[C:29]1[CH:34]=[CH:33][CH:32]=[CH:31][CH:30]=1.ON1C2C=CC=CC=2N=N1.N=C=N.CC[NH+](CC)CC.CC[NH+](CC)CC.C([O-])([O-])=O.CC1C=CC(S(O)(=O)=O)=CC=1. Given the product [CH2:1]([O:3][C:4]([C:6]1[CH:10]=[C:9]([O:11][CH2:12][C:13]2[CH:18]=[C:17]([C:19]([F:22])([F:20])[F:21])[CH:16]=[C:15]([F:23])[CH:14]=2)[N:8]([CH2:24][C:25](=[O:26])[NH:42][C@H:37]2[CH2:38][CH2:39][CH2:40][CH2:41][C@@H:36]2[O:35][CH2:28][C:29]2[CH:30]=[CH:31][CH:32]=[CH:33][CH:34]=2)[N:7]=1)=[O:5])[CH3:2], predict the reactants needed to synthesize it. (4) The reactants are: [Cl:1][C:2]1[CH:3]=[C:4]([C:8]#[C:9][C:10]2[N:11]=[C:12]([CH3:15])[NH:13][CH:14]=2)[CH:5]=[CH:6][CH:7]=1.Cl[C:17]1[CH:18]=[C:19]([CH3:23])[N:20]=[N:21][CH:22]=1. Given the product [Cl:1][C:2]1[CH:3]=[C:4]([C:8]#[C:9][C:10]2[N:11]=[C:12]([CH3:15])[N:13]([C:17]3[CH:18]=[C:19]([CH3:23])[N:20]=[N:21][CH:22]=3)[CH:14]=2)[CH:5]=[CH:6][CH:7]=1, predict the reactants needed to synthesize it. (5) Given the product [NH2:13][C:14]1[C:22]([C:23]([F:24])([F:25])[F:26])=[CH:21][C:17]([CH2:18][OH:19])=[CH:16][C:15]=1[Cl:27], predict the reactants needed to synthesize it. The reactants are: C1N=CN(C(N2C=NC=C2)=O)C=1.[NH2:13][C:14]1[C:22]([C:23]([F:26])([F:25])[F:24])=[CH:21][C:17]([C:18](O)=[O:19])=[CH:16][C:15]=1[Cl:27].[BH4-].[Na+].Cl. (6) Given the product [O:10]=[C:1]1[C:2]2[CH:8]=[CH:7][CH:6]=[CH:5][C:3]=2[S:4][C:12]([C:14]2[N:19]=[C:18]([C:20]([O:22][CH2:23][CH3:24])=[O:21])[CH:17]=[CH:16][CH:15]=2)=[N:13]1, predict the reactants needed to synthesize it. The reactants are: [C:1]([O:10]C)(=O)[C:2]1[C:3](=[CH:5][CH:6]=[CH:7][CH:8]=1)[SH:4].[C:12]([C:14]1[N:19]=[C:18]([C:20]([O:22][CH2:23][CH3:24])=[O:21])[CH:17]=[CH:16][CH:15]=1)#[N:13].C(N(CC)CC)C. (7) The reactants are: C1N=CN(C(N2C=NC=C2)=O)C=1.[Cl:13][C:14]1[CH:19]=[C:18]([C:20]2[O:24][N:23]=[C:22]([CH3:25])[C:21]=2[C:26](O)=[O:27])[CH:17]=[CH:16][N:15]=1.[BH4-].[Na+].Cl. Given the product [Cl:13][C:14]1[CH:19]=[C:18]([C:20]2[O:24][N:23]=[C:22]([CH3:25])[C:21]=2[CH2:26][OH:27])[CH:17]=[CH:16][N:15]=1, predict the reactants needed to synthesize it. (8) Given the product [C:1]([O:5][C:6]([N:8]1[CH2:12][CH:11]([O:13][C:14]2[CH:15]=[CH:16][CH:17]=[CH:18][CH:19]=2)[CH:10]2[NH:20][CH2:21][CH2:22][CH:9]12)=[O:7])([CH3:4])([CH3:2])[CH3:3], predict the reactants needed to synthesize it. The reactants are: [C:1]([O:5][C:6]([N:8]1[CH2:12][CH:11]([O:13][C:14]2[CH:19]=[CH:18][CH:17]=[CH:16][CH:15]=2)[CH:10]2[N:20](C(OCC3C=CC=CC=3)=O)[CH2:21][CH2:22][CH:9]12)=[O:7])([CH3:4])([CH3:3])[CH3:2]. (9) Given the product [Cl:42][C:37]1[C:36]2[O:30][CH2:31][CH2:32][N:33]([CH3:45])[C:34](=[O:44])[C:35]=2[CH:40]=[CH:39][C:38]=1[O:1][C:2]1[CH:3]=[C:4]([CH:14]=[C:15]([O:17][C@H:18]2[CH2:22][CH2:21][O:20][CH2:19]2)[CH:16]=1)[C:5]([NH:7][C:8]1[CH:12]=[CH:11][N:10]([CH3:13])[N:9]=1)=[O:6], predict the reactants needed to synthesize it. The reactants are: [OH:1][C:2]1[CH:3]=[C:4]([CH:14]=[C:15]([O:17][C@H:18]2[CH2:22][CH2:21][O:20][CH2:19]2)[CH:16]=1)[C:5]([NH:7][C:8]1[CH:12]=[CH:11][N:10]([CH3:13])[N:9]=1)=[O:6].[Si]([O:30][CH2:31][CH2:32][N:33]([CH3:45])[C:34](=[O:44])[C:35]1[CH:40]=[CH:39][C:38](F)=[C:37]([Cl:42])[C:36]=1F)(C(C)(C)C)(C)C.C(=O)([O-])[O-].[K+].[K+].O. (10) Given the product [O:11]=[C:7]1[C:8]2[C:4](=[CH:3][C:2]([NH:1][C:16]([C:15]3[CH:19]=[CH:20][C:21]([C:29]4[CH:28]=[CH:9][CH:10]=[CH:2][CH:3]=4)=[CH:13][CH:14]=3)=[O:17])=[CH:10][CH:9]=2)[CH2:5][CH2:6]1, predict the reactants needed to synthesize it. The reactants are: [NH2:1][C:2]1[CH:3]=[C:4]2[C:8](=[CH:9][CH:10]=1)[C:7](=[O:11])[CH2:6][CH2:5]2.Cl[C:13]1[CH:14]=[C:15]([CH:19]=[C:20](Cl)[CH:21]=1)[C:16](Cl)=[O:17].C(N([CH2:28][CH3:29])CC)C.